This data is from Forward reaction prediction with 1.9M reactions from USPTO patents (1976-2016). The task is: Predict the product of the given reaction. (1) Given the reactants [F:1][C:2]1[CH:7]=[CH:6][C:5]([CH2:8][CH:9]([NH2:13])[CH:10]([CH3:12])[CH3:11])=[CH:4][C:3]=1[O:14][CH2:15][CH2:16][O:17][CH3:18].[CH:19](O)=[O:20], predict the reaction product. The product is: [F:1][C:2]1[CH:7]=[CH:6][C:5]([CH2:8][CH:9]([NH:13][CH:19]=[O:20])[CH:10]([CH3:11])[CH3:12])=[CH:4][C:3]=1[O:14][CH2:15][CH2:16][O:17][CH3:18]. (2) The product is: [Cl:1][C:2]1[CH:3]=[C:4]2[C:8](=[CH:9][CH:10]=1)[N:7]([CH2:11][C:12]([NH:31][C:30]1[CH:32]=[CH:33][C:27]([F:26])=[CH:28][CH:29]=1)=[O:14])[C:6]1[CH2:15][N:16]([CH3:19])[CH2:17][CH2:18][C:5]2=1. Given the reactants [Cl:1][C:2]1[CH:3]=[C:4]2[C:8](=[CH:9][CH:10]=1)[N:7]([CH2:11][C:12]([OH:14])=O)[C:6]1[CH2:15][N:16]([CH3:19])[CH2:17][CH2:18][C:5]2=1.C(Cl)(=O)C(Cl)=O.[F:26][C:27]1[CH:33]=[CH:32][C:30]([NH2:31])=[CH:29][CH:28]=1, predict the reaction product. (3) Given the reactants [Al+3].[Cl-].[Cl-].[Cl-].[CH3:5][C:6](=[CH2:17])[CH2:7][CH2:8][O:9][C:10]1[CH:15]=[CH:14][C:13]([Br:16])=[CH:12][CH:11]=1.[OH-].[K+], predict the reaction product. The product is: [Br:16][C:13]1[CH:12]=[C:11]2[C:10](=[CH:15][CH:14]=1)[O:9][CH2:8][CH2:7][C:6]2([CH3:5])[CH3:17]. (4) Given the reactants NC1N(C(OC(C)(C)C)=O)N=C(C2C=CC(O)=CC=2)C=1C#N.C([O:30][C:31]1[CH:44]=[CH:43][C:34]([O:35][CH2:36][CH2:37][N:38]2[CH2:42][CH2:41][CH2:40][CH2:39]2)=[CH:33][CH:32]=1)C1C=CC=CC=1, predict the reaction product. The product is: [N:38]1([CH2:37][CH2:36][O:35][C:34]2[CH:33]=[CH:32][C:31]([OH:30])=[CH:44][CH:43]=2)[CH2:42][CH2:41][CH2:40][CH2:39]1. (5) Given the reactants [F:1][C:2]1[CH:7]=[CH:6][C:5]([C:8](=O)[CH2:9][CH2:10][CH2:11][CH2:12][N:13]2[CH2:18][CH2:17][CH:16]([C:19]3[CH:20]=[C:21]([NH:25][C:26](=[O:30])[CH:27]([CH3:29])[CH3:28])[CH:22]=[CH:23][CH:24]=3)[CH2:15][CH2:14]2)=[CH:4][CH:3]=1.Cl.[CH3:33][C:34]1[CH:39]=[CH:38][C:37]([NH:40]N)=[CH:36][CH:35]=1, predict the reaction product. The product is: [F:1][C:2]1[CH:7]=[CH:6][C:5]([C:8]2[NH:40][C:37]3[C:38]([C:9]=2[CH2:10][CH2:11][CH2:12][N:13]2[CH2:18][CH2:17][CH:16]([C:19]4[CH:20]=[C:21]([NH:25][C:26](=[O:30])[CH:27]([CH3:29])[CH3:28])[CH:22]=[CH:23][CH:24]=4)[CH2:15][CH2:14]2)=[CH:39][C:34]([CH3:33])=[CH:35][CH:36]=3)=[CH:4][CH:3]=1. (6) Given the reactants Cl[C:2]1[C:11]([C:12]2[CH:17]=[CH:16][CH:15]=[CH:14][CH:13]=2)=[CH:10][C:9]2[C:4](=[CH:5][CH:6]=[CH:7][N:8]=2)[N:3]=1.[CH2:18]([Zn]CC)[CH3:19].C([O-])([O-])=O.[K+].[K+], predict the reaction product. The product is: [CH2:18]([C:2]1[C:11]([C:12]2[CH:17]=[CH:16][CH:15]=[CH:14][CH:13]=2)=[CH:10][C:9]2[C:4](=[CH:5][CH:6]=[CH:7][N:8]=2)[N:3]=1)[CH3:19].